Dataset: Reaction yield outcomes from USPTO patents with 853,638 reactions. Task: Predict the reaction yield, written as a fraction of the theoretical maximum amount of product (1.0 means a 100% yield; for example, 0.34 means a 34% yield). The reactants are [CH3:1][O:2][C:3]1[C:8]2[O:9][CH2:10][O:11][C:7]=2[CH:6]=[C:5]([C:12](OC)=[O:13])[CH:4]=1.[H-].[H-].[H-].[H-].[Li+].[Al+3].O.[OH-].[Na+]. The catalyst is C1COCC1. The product is [CH3:1][O:2][C:3]1[C:8]2[O:9][CH2:10][O:11][C:7]=2[CH:6]=[C:5]([CH2:12][OH:13])[CH:4]=1. The yield is 0.520.